Dataset: Catalyst prediction with 721,799 reactions and 888 catalyst types from USPTO. Task: Predict which catalyst facilitates the given reaction. (1) The catalyst class is: 19. Reactant: [CH2:1]([NH:3][C:4]1[CH:12]=[CH:11][C:7]([C:8]([OH:10])=[O:9])=[CH:6][C:5]=1[N+:13]([O-])=O)[CH3:2]. Product: [NH2:13][C:5]1[CH:6]=[C:7]([CH:11]=[CH:12][C:4]=1[NH:3][CH2:1][CH3:2])[C:8]([OH:10])=[O:9]. (2) Reactant: [CH3:1][C:2]1([CH3:15])[CH2:11][CH2:10][C:9]([CH3:13])([CH3:12])[C:8]2[CH:7]=[C:6]([NH2:14])[CH:5]=[CH:4][C:3]1=2.C(N(CC)CC)C.[C:23](Cl)(=[O:29])[CH2:24][CH2:25][CH2:26][CH2:27][CH3:28]. Product: [CH3:1][C:2]1([CH3:15])[CH2:11][CH2:10][C:9]([CH3:13])([CH3:12])[C:8]2[CH:7]=[C:6]([NH:14][C:23](=[O:29])[CH2:24][CH2:25][CH2:26][CH2:27][CH3:28])[CH:5]=[CH:4][C:3]1=2. The catalyst class is: 4. (3) Reactant: [C:1]([C:4]1[S:8][C:7]([N:9]2[CH2:14][CH2:13][O:12][CH2:11][C@@H:10]2[CH2:15][C:16]2[C:24]3[C:19](=[CH:20][CH:21]=[C:22]([C:25](O)=[O:26])[CH:23]=3)[NH:18][CH:17]=2)=[N:6][C:5]=1[CH3:28])(=[O:3])[CH3:2].FC1C(O)=C(F)C(F)=C(F)C=1F.C[CH2:42][N:43](C(C)C)[CH:44](C)C.C(Cl)CCl.CNC. Product: [C:1]([C:4]1[S:8][C:7]([N:9]2[CH2:14][CH2:13][O:12][CH2:11][C@@H:10]2[CH2:15][C:16]2[C:24]3[C:19](=[CH:20][CH:21]=[C:22]([C:25]([N:43]([CH3:44])[CH3:42])=[O:26])[CH:23]=3)[NH:18][CH:17]=2)=[N:6][C:5]=1[CH3:28])(=[O:3])[CH3:2]. The catalyst class is: 3. (4) Reactant: Br[CH2:2][C:3]1[C:12](=[O:13])[C:11]2[C:6](=[CH:7][C:8]([Cl:14])=[CH:9][CH:10]=2)[N:5]([C:15]2[CH:20]=[CH:19][CH:18]=[CH:17][CH:16]=2)[CH:4]=1.[N-:21]=[N+:22]=[N-:23].[Na+]. Product: [N:21]([CH2:2][C:3]1[C:12](=[O:13])[C:11]2[C:6](=[CH:7][C:8]([Cl:14])=[CH:9][CH:10]=2)[N:5]([C:15]2[CH:20]=[CH:19][CH:18]=[CH:17][CH:16]=2)[CH:4]=1)=[N+:22]=[N-:23]. The catalyst class is: 3. (5) Reactant: [Cl:1][C:2]1[N:10]=[C:9]([CH3:11])[CH:8]=[CH:7][C:3]=1[C:4]([OH:6])=O.[NH2:12][C:13]1[CH:18]=[CH:17][C:16]([N:19]2[CH2:24][CH2:23][N:22]([CH2:25][C:26]3[CH:27]=[C:28]([CH:31]=[CH:32][CH:33]=3)[C:29]#[N:30])[CH2:21][CH2:20]2)=[CH:15][CH:14]=1.O.ON1C2C=CC=CC=2N=N1.CN(C)CCCN=C=NCC. Product: [Cl:1][C:2]1[N:10]=[C:9]([CH3:11])[CH:8]=[CH:7][C:3]=1[C:4]([NH:12][C:13]1[CH:14]=[CH:15][C:16]([N:19]2[CH2:20][CH2:21][N:22]([CH2:25][C:26]3[CH:33]=[CH:32][CH:31]=[C:28]([C:29]#[N:30])[CH:27]=3)[CH2:23][CH2:24]2)=[CH:17][CH:18]=1)=[O:6]. The catalyst class is: 255. (6) Reactant: [CH3:1][N:2]1[CH2:7][CH2:6][CH:5]([CH2:8][N:9]2[CH2:14][CH2:13][NH:12][CH2:11][CH2:10]2)[CH2:4][CH2:3]1.[C:15]1([CH:21]([C:26]2[CH:31]=[CH:30][CH:29]=[CH:28][CH:27]=2)[CH2:22][C:23](O)=[O:24])[CH:20]=[CH:19][CH:18]=[CH:17][CH:16]=1.C(Cl)CCl. Product: [CH3:1][N:2]1[CH2:7][CH2:6][CH:5]([CH2:8][N:9]2[CH2:14][CH2:13][N:12]([C:23](=[O:24])[CH2:22][CH:21]([C:15]3[CH:20]=[CH:19][CH:18]=[CH:17][CH:16]=3)[C:26]3[CH:31]=[CH:30][CH:29]=[CH:28][CH:27]=3)[CH2:11][CH2:10]2)[CH2:4][CH2:3]1. The catalyst class is: 64. (7) Reactant: [Sn](CC)(CC)(CC)[CH2:2][CH3:3].N#N.[Si:12]([O:19][CH2:20][CH:21]1[CH2:35][C:34]2[C:23](=[CH:24][C:25]3[N+:30]([O-:31])=[N:29][C:28](I)=[N:27][C:26]=3[CH:33]=2)[CH2:22]1)([C:15]([CH3:18])([CH3:17])[CH3:16])([CH3:14])[CH3:13]. Product: [Si:12]([O:19][CH2:20][CH:21]1[CH2:35][C:34]2[C:23](=[CH:24][C:25]3[N+:30]([O-:31])=[N:29][C:28]([CH2:2][CH3:3])=[N:27][C:26]=3[CH:33]=2)[CH2:22]1)([C:15]([CH3:18])([CH3:17])[CH3:16])([CH3:14])[CH3:13]. The catalyst class is: 77. (8) The catalyst class is: 98. Product: [CH3:1][NH:2][C:3](=[O:4])[C:5]1[CH:10]=[CH:9][C:8]([N:11]2[CH:20]=[C:19]3[C:13]([CH2:14][CH2:15][NH:16][CH2:17][CH2:18]3)=[N:12]2)=[CH:7][CH:6]=1. Reactant: [CH3:1][NH:2][C:3]([C:5]1[CH:10]=[CH:9][C:8]([N:11]2[CH:20]=[C:19]3[C:13]([CH2:14][CH2:15][N:16](C(OC(C)(C)C)=O)[CH2:17][CH2:18]3)=[N:12]2)=[CH:7][CH:6]=1)=[O:4].FC(F)(F)C(O)=O.